This data is from Peptide-MHC class II binding affinity with 134,281 pairs from IEDB. The task is: Regression. Given a peptide amino acid sequence and an MHC pseudo amino acid sequence, predict their binding affinity value. This is MHC class II binding data. (1) The peptide sequence is GELQYVDKIDAAFKI. The MHC is DRB1_1101 with pseudo-sequence DRB1_1101. The binding affinity (normalized) is 0.614. (2) The peptide sequence is KGLSATVTGGQKGRGYRGQH. The MHC is DRB1_1501 with pseudo-sequence DRB1_1501. The binding affinity (normalized) is 0.263. (3) The peptide sequence is RCALHWFPGSHLLAC. The MHC is DRB1_1101 with pseudo-sequence DRB1_1101. The binding affinity (normalized) is 0.284. (4) The peptide sequence is FFDLPLPWTSGATTE. The MHC is DRB1_0802 with pseudo-sequence DRB1_0802. The binding affinity (normalized) is 0.307.